Dataset: Reaction yield outcomes from USPTO patents with 853,638 reactions. Task: Predict the reaction yield, written as a fraction of the theoretical maximum amount of product (1.0 means a 100% yield; for example, 0.34 means a 34% yield). (1) The product is [C:1]([N:8]1[CH2:13][CH2:12][N:11]([C:14]2[CH:19]=[CH:18][CH:17]=[CH:16][C:15]=2[O:20][CH2:27][C:23]2[N:22]([CH3:21])[CH:26]=[CH:25][N:24]=2)[CH2:10][CH2:9]1)([O:3][C:4]([CH3:7])([CH3:6])[CH3:5])=[O:2]. The yield is 0.370. The reactants are [C:1]([N:8]1[CH2:13][CH2:12][N:11]([C:14]2[CH:19]=[CH:18][CH:17]=[CH:16][C:15]=2[OH:20])[CH2:10][CH2:9]1)([O:3][C:4]([CH3:7])([CH3:6])[CH3:5])=[O:2].[CH3:21][N:22]1[CH:26]=[CH:25][N:24]=[C:23]1[CH2:27]O.C1(P(C2C=CC=CC=2)C2C=CC=CC=2)C=CC=CC=1.CCOC(/N=N/C(OCC)=O)=O. The catalyst is C1COCC1. (2) The reactants are [NH2:1][C:2]1([C:8]([OH:10])=[O:9])[CH2:7][CH2:6][CH2:5][CH2:4][CH2:3]1.[OH-].[Na+].[O:13]1[CH:17]=[CH:16][CH:15]=[C:14]1[C:18](Cl)=[O:19].C(OCC)(=O)C. The catalyst is O. The product is [O:13]1[CH:17]=[CH:16][CH:15]=[C:14]1[C:18]([NH:1][C:2]1([C:8]([OH:10])=[O:9])[CH2:7][CH2:6][CH2:5][CH2:4][CH2:3]1)=[O:19]. The yield is 0.950. (3) The reactants are [Cl:1][C:2]1[CH:3]=[C:4]([CH:8]=[CH:9][C:10]=1[C:11]1[CH:20]=[CH:19][C:18]2[C:13](=[CH:14][CH:15]=[C:16]([O:21]C)[CH:17]=2)[N:12]=1)[C:5]([OH:7])=[O:6].[Al+3].[Cl-].[Cl-].[Cl-]. The catalyst is C(Cl)Cl. The product is [Cl:1][C:2]1[CH:3]=[C:4]([CH:8]=[CH:9][C:10]=1[C:11]1[CH:20]=[CH:19][C:18]2[C:13](=[CH:14][CH:15]=[C:16]([OH:21])[CH:17]=2)[N:12]=1)[C:5]([OH:7])=[O:6]. The yield is 0.180.